This data is from Reaction yield outcomes from USPTO patents with 853,638 reactions. The task is: Predict the reaction yield, written as a fraction of the theoretical maximum amount of product (1.0 means a 100% yield; for example, 0.34 means a 34% yield). (1) The product is [CH3:15][C@@H:16]1[O:21][C@@H:20]([O:22][C@@H:23]2[C:28]3=[C:29]([OH:46])[C:30]4[C:42](=[O:43])[C:41]5[C:36](=[CH:37][CH:38]=[CH:39][C:40]=5[O:44][CH3:45])[C:34](=[O:35])[C:31]=4[C:32]([OH:33])=[C:27]3[CH2:26][C@@:25]([OH:51])([C:47]([CH2:49][OH:50])=[O:48])[CH2:24]2)[CH2:19][C@H:18]([NH2:52])[C@@H:17]1[OH:53].[CH2:3]([S:11]([O-:14])(=[O:12])=[O:13])[CH2:4][CH2:5][CH2:6][CH2:7][CH2:8][CH2:9][CH3:10]. The yield is 0.850. The catalyst is O. The reactants are O.[Na+].[CH2:3]([S:11]([O-:14])(=[O:13])=[O:12])[CH2:4][CH2:5][CH2:6][CH2:7][CH2:8][CH2:9][CH3:10].[CH3:15][C@@H:16]1[O:21][C@@H:20]([O:22][C@@H:23]2[C:28]3=[C:29]([OH:46])[C:30]4[C:42](=[O:43])[C:41]5[C:36](=[CH:37][CH:38]=[CH:39][C:40]=5[O:44][CH3:45])[C:34](=[O:35])[C:31]=4[C:32]([OH:33])=[C:27]3[CH2:26][C@@:25]([OH:51])([C:47]([CH2:49][OH:50])=[O:48])[CH2:24]2)[CH2:19][C@H:18]([NH2:52])[C@@H:17]1[OH:53].Cl. (2) The reactants are [Cl:1][C:2]1[C:7](Cl)=[N:6][CH:5]=[CH:4][N:3]=1.[NH2:9][NH2:10]. The catalyst is C(O)C. The product is [Cl:1][C:2]1[C:7]([NH:9][NH2:10])=[N:6][CH:5]=[CH:4][N:3]=1. The yield is 0.590.